This data is from Forward reaction prediction with 1.9M reactions from USPTO patents (1976-2016). The task is: Predict the product of the given reaction. (1) Given the reactants [N:1]1[CH:6]=[CH:5][CH:4]=[CH:3][C:2]=1[NH:7][NH:8][C:9](=O)[CH:10]([NH:22][C:23](=[O:29])[O:24][C:25]([CH3:28])([CH3:27])[CH3:26])[CH2:11][C:12]1[CH:13]=[C:14]2[C:18](=[C:19]([CH3:21])[CH:20]=1)[NH:17][N:16]=[CH:15]2.C1(P(C2C=CC=CC=2)C2C=CC=CC=2)C=CC=CC=1.C[Si](N=[N+]=[N-])(C)C, predict the reaction product. The product is: [C:25]([O:24][C:23](=[O:29])[NH:22][CH:10]([C:9]1[N:1]2[CH:6]=[CH:5][CH:4]=[CH:3][C:2]2=[N:7][N:8]=1)[CH2:11][C:12]1[CH:13]=[C:14]2[C:18](=[C:19]([CH3:21])[CH:20]=1)[NH:17][N:16]=[CH:15]2)([CH3:28])([CH3:27])[CH3:26]. (2) Given the reactants Br[C:2]1[CH:3]=[C:4]([CH:25]=[CH:26][N:27]=1)[C:5]([NH:7][C:8]1[S:9][C:10]2[C:16]([CH:17]3[CH2:22][O:21][CH2:20][CH2:19][O:18]3)=[CH:15][CH:14]=[C:13]([O:23][CH3:24])[C:11]=2[N:12]=1)=[O:6].C(=O)([O-])[O-].[Cs+].[Cs+].C(C1C(O)=C(C(C)(C)C)C=C(C)C=1)(C)(C)C.[NH:50]1[CH2:55][CH2:54][O:53][CH2:52][CH2:51]1, predict the reaction product. The product is: [O:18]1[CH2:19][CH2:20][O:21][CH2:22][CH:17]1[C:16]1[C:10]2[S:9][C:8]([NH:7][C:5](=[O:6])[C:4]3[CH:25]=[CH:26][N:27]=[C:2]([N:50]4[CH2:55][CH2:54][O:53][CH2:52][CH2:51]4)[CH:3]=3)=[N:12][C:11]=2[C:13]([O:23][CH3:24])=[CH:14][CH:15]=1. (3) The product is: [OH:24][C@@H:25]([C:36]1[CH:37]=[CH:38][CH:39]=[C:40]([O:5][CH2:6][CH:7]2[CH2:12][CH2:11][N:10]([S:13]([CH3:16])(=[O:15])=[O:14])[CH2:9][CH2:8]2)[CH:41]=1)[CH2:26][CH2:27][NH:28][C:29](=[O:35])[O:30][C:31]([CH3:34])([CH3:33])[CH3:32]. Given the reactants CS([O:5][CH2:6][CH:7]1[CH2:12][CH2:11][N:10]([S:13]([CH3:16])(=[O:15])=[O:14])[CH2:9][CH2:8]1)(=O)=O.C1(O)C=CC=CC=1.[OH:24][C@@H:25]([C:36]1[CH:41]=[CH:40][CH:39]=[C:38](O)[CH:37]=1)[CH2:26][CH2:27][NH:28][C:29](=[O:35])[O:30][C:31]([CH3:34])([CH3:33])[CH3:32], predict the reaction product. (4) Given the reactants Br[C:2]1[C:22]([O:23][CH3:24])=[CH:21][C:5]2[N:6]([CH3:20])[C:7](=[O:19])[CH2:8][N:9]=[C:10]([C:11]3[CH:12]=[C:13]([CH:16]=[CH:17][CH:18]=3)[C:14]#[N:15])[C:4]=2[CH:3]=1.C1(B(O)O)C=CC=CC=1.[C:34]([C:37]1[CH:42]=[CH:41][C:40](B(O)O)=[CH:39][CH:38]=1)(=[O:36])[CH3:35], predict the reaction product. The product is: [C:34]([C:37]1[CH:42]=[CH:41][C:40]([C:2]2[C:22]([O:23][CH3:24])=[CH:21][C:5]3[N:6]([CH3:20])[C:7](=[O:19])[CH2:8][N:9]=[C:10]([C:11]4[CH:12]=[C:13]([CH:16]=[CH:17][CH:18]=4)[C:14]#[N:15])[C:4]=3[CH:3]=2)=[CH:39][CH:38]=1)(=[O:36])[CH3:35]. (5) Given the reactants [C:1]1([CH3:8])[C:6](O)=[CH:5][CH:4]=[CH:3][CH:2]=1.[C:9]([O:12][CH2:13][CH2:14][O:15][CH2:16][CH2:17][O:18][CH2:19][CH3:20])(=[O:11])[CH3:10].C1(C=CC(O)=CC=1)[OH:22].C(O)(=O)C=C.CN(C)CC1C=CC=CC=1, predict the reaction product. The product is: [C:8]1(=[O:22])[O:12][C:9](=[O:11])[CH:6]2[CH2:5][CH2:4][CH:3]=[CH:2][CH:1]12.[C:9]([O:12][CH2:13][CH2:14][O:15][CH2:16][CH2:17][O:18][CH2:19][CH3:20])(=[O:11])[CH3:10]. (6) The product is: [F:24][CH2:25][CH2:26][N:9]1[C:10]2[C:6](=[CH:5][C:4]([N+:1]([O-:3])=[O:2])=[CH:12][CH:11]=2)[CH:7]=[C:8]1[C:13]([O:15][CH2:16][CH3:17])=[O:14]. Given the reactants [N+:1]([C:4]1[CH:5]=[C:6]2[C:10](=[CH:11][CH:12]=1)[NH:9][C:8]([C:13]([O:15][CH2:16][CH3:17])=[O:14])=[CH:7]2)([O-:3])=[O:2].C(=O)([O-])[O-].[K+].[K+].[F:24][CH2:25][CH2:26]I.[Cl-].[NH4+], predict the reaction product. (7) Given the reactants [Br:1][C:2]1[CH:3]=[C:4]([CH:16]=[CH:17][CH:18]=1)[CH2:5][N:6]1[CH:11]=[CH:10][CH:9]=[C:8]([C:12]([OH:14])=O)[C:7]1=[O:15].[NH2:19][C@@H:20]([CH2:28][CH2:29][CH2:30][NH:31][C:32]([NH:34][S:35]([C:38]1[C:39]([CH3:52])=[C:40]2[C:45](=[C:46]([CH3:49])[C:47]=1[CH3:48])[O:44][C:43]([CH3:51])([CH3:50])[CH2:42][CH2:41]2)(=[O:37])=[O:36])=[NH:33])[C:21]([O:23][C:24]([CH3:27])([CH3:26])[CH3:25])=[O:22].CN(C(ON1N=NC2C=CC=CC1=2)=[N+](C)C)C.F[P-](F)(F)(F)(F)F.CCN(C(C)C)C(C)C, predict the reaction product. The product is: [Br:1][C:2]1[CH:3]=[C:4]([CH:16]=[CH:17][CH:18]=1)[CH2:5][N:6]1[CH:11]=[CH:10][CH:9]=[C:8]([C:12]([NH:19][C@@H:20]([CH2:28][CH2:29][CH2:30][NH:31][C:32]([NH:34][S:35]([C:38]2[C:39]([CH3:52])=[C:40]3[C:45](=[C:46]([CH3:49])[C:47]=2[CH3:48])[O:44][C:43]([CH3:51])([CH3:50])[CH2:42][CH2:41]3)(=[O:36])=[O:37])=[NH:33])[C:21]([O:23][C:24]([CH3:25])([CH3:26])[CH3:27])=[O:22])=[O:14])[C:7]1=[O:15]. (8) Given the reactants C[O:2][C:3]1[C:4]([C:9]2[C:14]([Cl:15])=[CH:13][C:12]([Cl:16])=[CH:11][C:10]=2[Cl:17])=[CH:5][CH:6]=[CH:7][CH:8]=1.B(Br)(Br)Br, predict the reaction product. The product is: [Cl:15][C:14]1[CH:13]=[C:12]([Cl:16])[CH:11]=[C:10]([Cl:17])[C:9]=1[C:4]1[C:3]([OH:2])=[CH:8][CH:7]=[CH:6][CH:5]=1. (9) Given the reactants [OH:1][CH2:2][CH2:3][S:4][CH2:5][C:6]1[CH:11]=[CH:10][CH:9]=[CH:8][C:7]=1[CH2:12][S:13][CH2:14][CH2:15][OH:16].[C:17](O[C:17](=[O:21])[C:18]([CH3:20])=[CH2:19])(=[O:21])[C:18]([CH3:20])=[CH2:19].C(N([CH2:33][CH3:34])CC)C.[C:35]([O-:38])(O)=O.[Na+].[CH2:40](Cl)Cl, predict the reaction product. The product is: [C:17]([O:16][CH2:15][CH2:14][S:13][CH2:12][C:7]1[CH:8]=[CH:9][CH:10]=[CH:11][C:6]=1[CH2:5][S:4][CH2:3][CH2:2][O:1][C:35](=[O:38])[C:33]([CH3:34])=[CH2:40])(=[O:21])[C:18]([CH3:20])=[CH2:19]. (10) The product is: [Br:22][CH2:23][CH2:24][CH2:25][CH2:26][C:13]([CH3:14])([C:15]1[CH:20]=[CH:19][CH:18]=[CH:17][CH:16]=1)[C:12]([O:11][CH2:9][CH3:10])=[O:21]. Given the reactants [Li+].CC([N-]C(C)C)C.[CH2:9]([O:11][C:12](=[O:21])[CH:13]([C:15]1[CH:20]=[CH:19][CH:18]=[CH:17][CH:16]=1)[CH3:14])[CH3:10].[Br:22][CH2:23][CH2:24][CH2:25][CH2:26]Br.CN1C(=O)N(C)CCC1, predict the reaction product.